Dataset: Peptide-MHC class I binding affinity with 185,985 pairs from IEDB/IMGT. Task: Regression. Given a peptide amino acid sequence and an MHC pseudo amino acid sequence, predict their binding affinity value. This is MHC class I binding data. (1) The peptide sequence is AMKDRFQPL. The MHC is HLA-B08:02 with pseudo-sequence HLA-B08:02. The binding affinity (normalized) is 0.232. (2) The peptide sequence is CFTSLVWAPLILA. The MHC is HLA-A26:01 with pseudo-sequence HLA-A26:01. The binding affinity (normalized) is 0.117. (3) The peptide sequence is TLIDFYLCFL. The MHC is HLA-A02:02 with pseudo-sequence HLA-A02:02. The binding affinity (normalized) is 1.00. (4) The binding affinity (normalized) is 0.143. The MHC is HLA-A03:01 with pseudo-sequence HLA-A03:01. The peptide sequence is KRWIILGLNK. (5) The peptide sequence is FLWEWASAR. The MHC is HLA-A68:02 with pseudo-sequence HLA-A68:02. The binding affinity (normalized) is 0. (6) The peptide sequence is RQRHYFDSA. The MHC is HLA-A03:01 with pseudo-sequence HLA-A03:01. The binding affinity (normalized) is 0.0847. (7) The peptide sequence is GRNQFVDGL. The MHC is HLA-B08:01 with pseudo-sequence HLA-B08:01. The binding affinity (normalized) is 0.213. (8) The peptide sequence is EVHIYYLEK. The MHC is HLA-B08:01 with pseudo-sequence HLA-B08:01. The binding affinity (normalized) is 0.0847. (9) The peptide sequence is HHIPNGVVW. The MHC is HLA-B35:01 with pseudo-sequence HLA-B35:01. The binding affinity (normalized) is 0.0847. (10) The peptide sequence is EERHIFLDY. The MHC is HLA-B44:03 with pseudo-sequence HLA-B44:03. The binding affinity (normalized) is 0.967.